Dataset: Aqueous solubility values for 9,982 compounds from the AqSolDB database. Task: Regression/Classification. Given a drug SMILES string, predict its absorption, distribution, metabolism, or excretion properties. Task type varies by dataset: regression for continuous measurements (e.g., permeability, clearance, half-life) or binary classification for categorical outcomes (e.g., BBB penetration, CYP inhibition). For this dataset (solubility_aqsoldb), we predict Y. (1) The compound is CC1=CCC(C(C)C)=CC1. The Y is -4.20 log mol/L. (2) The compound is CC(Cl)=CCl. The Y is -1.61 log mol/L. (3) The compound is Nc1ccc2ccccc2c1. The Y is -2.88 log mol/L.